This data is from Full USPTO retrosynthesis dataset with 1.9M reactions from patents (1976-2016). The task is: Predict the reactants needed to synthesize the given product. (1) Given the product [CH2:1]([N:8]1[C@H:13]([CH3:14])[CH2:12][O:11][C:10]([CH2:16][CH:17]([OH:19])[CH3:18])([CH3:15])[CH2:9]1)[C:2]1[CH:3]=[CH:4][CH:5]=[CH:6][CH:7]=1, predict the reactants needed to synthesize it. The reactants are: [CH2:1]([N:8]1[C@H:13]([CH3:14])[CH2:12][O:11][C:10]([CH2:16][CH:17]([OH:19])[CH3:18])([CH3:15])[C:9]1=O)[C:2]1[CH:7]=[CH:6][CH:5]=[CH:4][CH:3]=1.CO. (2) Given the product [Cl:3][C:4]1[CH:5]=[C:6]([C:10]2[C:15]([O:16][CH3:17])=[CH:14][CH:13]=[C:12]([S:18]([C:19]3[CH:24]=[CH:23][C:22]([NH:25][C:26]([NH:28][CH2:29][CH3:30])=[O:27])=[CH:21][CH:20]=3)=[O:1])[CH:11]=2)[CH:7]=[CH:8][CH:9]=1, predict the reactants needed to synthesize it. The reactants are: [OH:1]O.[Cl:3][C:4]1[CH:5]=[C:6]([C:10]2[C:15]([O:16][CH3:17])=[CH:14][CH:13]=[C:12]([S:18][C:19]3[CH:24]=[CH:23][C:22]([NH:25][C:26]([NH:28][CH2:29][CH3:30])=[O:27])=[CH:21][CH:20]=3)[CH:11]=2)[CH:7]=[CH:8][CH:9]=1. (3) Given the product [CH3:1][O:2][C:3](=[O:12])[C:4]1[CH:9]=[C:8]([Cl:10])[C:7]([NH:13][C:14]2[CH:15]=[N:16][C:17]([CH3:20])=[CH:18][CH:19]=2)=[N:6][CH:5]=1, predict the reactants needed to synthesize it. The reactants are: [CH3:1][O:2][C:3](=[O:12])[C:4]1[CH:9]=[C:8]([Cl:10])[C:7](Cl)=[N:6][CH:5]=1.[NH2:13][C:14]1[CH:15]=[N:16][C:17]([CH3:20])=[CH:18][CH:19]=1.C1C=CC(P(C2C(C3C(P(C4C=CC=CC=4)C4C=CC=CC=4)=CC=C4C=3C=CC=C4)=C3C(C=CC=C3)=CC=2)C2C=CC=CC=2)=CC=1.C([O-])([O-])=O.[K+].[K+].